This data is from Full USPTO retrosynthesis dataset with 1.9M reactions from patents (1976-2016). The task is: Predict the reactants needed to synthesize the given product. (1) Given the product [CH3:1][N:2]1[C:7](=[O:8])[CH:6]=[C:5]([N:9]2[CH2:10][CH2:11][O:12][CH2:13][CH2:14]2)[N:4]=[C:3]1[CH2:15][C:16]([N:26]1[C:27]2[C:23](=[C:22]([CH3:21])[CH:30]=[CH:29][CH:28]=2)[CH2:24][CH2:25]1)=[O:18], predict the reactants needed to synthesize it. The reactants are: [CH3:1][N:2]1[C:7](=[O:8])[CH:6]=[C:5]([N:9]2[CH2:14][CH2:13][O:12][CH2:11][CH2:10]2)[N:4]=[C:3]1[CH2:15][C:16]([O-:18])=O.[Na+].Cl.[CH3:21][C:22]1[CH:30]=[CH:29][CH:28]=[C:27]2[C:23]=1[CH2:24][CH2:25][NH:26]2.Cl.CN(C)CCCN=C=NCC. (2) Given the product [F:18][C:19]1[CH:24]=[CH:23][CH:22]=[C:21]([F:25])[C:20]=1[C:26]1[CH:31]=[CH:30][N:29]=[C:28]([N:32]2[CH2:37][CH2:36][N:35]([C:8]([NH:7][C:3]3[CH:2]=[N:1][CH:6]=[CH:5][CH:4]=3)=[O:15])[CH2:34][CH2:33]2)[N:27]=1, predict the reactants needed to synthesize it. The reactants are: [N:1]1[CH:6]=[CH:5][CH:4]=[C:3]([NH:7][C:8](=[O:15])OCC(Cl)(Cl)Cl)[CH:2]=1.Cl.Cl.[F:18][C:19]1[CH:24]=[CH:23][CH:22]=[C:21]([F:25])[C:20]=1[C:26]1[CH:31]=[CH:30][N:29]=[C:28]([N:32]2[CH2:37][CH2:36][NH:35][CH2:34][CH2:33]2)[N:27]=1. (3) Given the product [C:1]([O:5][C:6](=[O:27])[C:7]([S:10][C:11]1[S:12][CH:13]=[C:14]([CH2:16][CH2:17][N:18]([C:19]2[N:20]=[CH:21][C:22]([CH2:25][CH3:26])=[CH:23][N:24]=2)[CH2:29][C:30]2[CH:31]=[N:32][N:33]([C:35]3[CH:36]=[CH:37][CH:38]=[CH:39][CH:40]=3)[CH:34]=2)[N:15]=1)([CH3:9])[CH3:8])([CH3:2])([CH3:3])[CH3:4], predict the reactants needed to synthesize it. The reactants are: [C:1]([O:5][C:6](=[O:27])[C:7]([S:10][C:11]1[S:12][CH:13]=[C:14]([CH2:16][CH2:17][NH:18][C:19]2[N:24]=[CH:23][C:22]([CH2:25][CH3:26])=[CH:21][N:20]=2)[N:15]=1)([CH3:9])[CH3:8])([CH3:4])([CH3:3])[CH3:2].Cl[CH2:29][C:30]1[CH:31]=[N:32][N:33]([C:35]2[CH:40]=[CH:39][CH:38]=[CH:37][CH:36]=2)[CH:34]=1.CC(C)([O-])C.[K+].O.